Dataset: NCI-60 drug combinations with 297,098 pairs across 59 cell lines. Task: Regression. Given two drug SMILES strings and cell line genomic features, predict the synergy score measuring deviation from expected non-interaction effect. (1) Drug 1: CCC1(CC2CC(C3=C(CCN(C2)C1)C4=CC=CC=C4N3)(C5=C(C=C6C(=C5)C78CCN9C7C(C=CC9)(C(C(C8N6C)(C(=O)OC)O)OC(=O)C)CC)OC)C(=O)OC)O.OS(=O)(=O)O. Drug 2: CN1C2=C(C=C(C=C2)N(CCCl)CCCl)N=C1CCCC(=O)O.Cl. Cell line: A498. Synergy scores: CSS=67.9, Synergy_ZIP=-1.86, Synergy_Bliss=-3.21, Synergy_Loewe=-59.9, Synergy_HSA=-3.04. (2) Synergy scores: CSS=13.8, Synergy_ZIP=-5.23, Synergy_Bliss=0.415, Synergy_Loewe=1.82, Synergy_HSA=1.87. Drug 1: COC1=C(C=C2C(=C1)N=CN=C2NC3=CC(=C(C=C3)F)Cl)OCCCN4CCOCC4. Cell line: U251. Drug 2: CC1CCCC2(C(O2)CC(NC(=O)CC(C(C(=O)C(C1O)C)(C)C)O)C(=CC3=CSC(=N3)C)C)C. (3) Drug 1: C(=O)(N)NO. Drug 2: C#CCC(CC1=CN=C2C(=N1)C(=NC(=N2)N)N)C3=CC=C(C=C3)C(=O)NC(CCC(=O)O)C(=O)O. Cell line: UACC-257. Synergy scores: CSS=-2.00, Synergy_ZIP=2.06, Synergy_Bliss=1.45, Synergy_Loewe=-0.788, Synergy_HSA=-1.16. (4) Drug 1: C1CC(=O)NC(=O)C1N2CC3=C(C2=O)C=CC=C3N. Drug 2: CC1CCCC2(C(O2)CC(NC(=O)CC(C(C(=O)C(C1O)C)(C)C)O)C(=CC3=CSC(=N3)C)C)C. Cell line: MCF7. Synergy scores: CSS=7.76, Synergy_ZIP=-0.499, Synergy_Bliss=4.55, Synergy_Loewe=5.18, Synergy_HSA=6.16. (5) Drug 1: C1CCC(CC1)NC(=O)N(CCCl)N=O. Drug 2: CC(C1=C(C=CC(=C1Cl)F)Cl)OC2=C(N=CC(=C2)C3=CN(N=C3)C4CCNCC4)N. Cell line: UACC-257. Synergy scores: CSS=-2.96, Synergy_ZIP=-1.14, Synergy_Bliss=-3.55, Synergy_Loewe=-7.08, Synergy_HSA=-6.34. (6) Drug 2: C#CCC(CC1=CN=C2C(=N1)C(=NC(=N2)N)N)C3=CC=C(C=C3)C(=O)NC(CCC(=O)O)C(=O)O. Cell line: BT-549. Drug 1: C1C(C(OC1N2C=C(C(=O)NC2=O)F)CO)O. Synergy scores: CSS=32.2, Synergy_ZIP=-1.86, Synergy_Bliss=-2.40, Synergy_Loewe=4.96, Synergy_HSA=5.59. (7) Drug 1: CC1C(C(CC(O1)OC2CC(CC3=C2C(=C4C(=C3O)C(=O)C5=C(C4=O)C(=CC=C5)OC)O)(C(=O)CO)O)N)O.Cl. Drug 2: CC12CCC3C(C1CCC2OP(=O)(O)O)CCC4=C3C=CC(=C4)OC(=O)N(CCCl)CCCl.[Na+]. Cell line: HCC-2998. Synergy scores: CSS=13.5, Synergy_ZIP=0.574, Synergy_Bliss=-3.38, Synergy_Loewe=6.71, Synergy_HSA=-0.551. (8) Drug 1: C1=NC2=C(N=C(N=C2N1C3C(C(C(O3)CO)O)O)F)N. Drug 2: B(C(CC(C)C)NC(=O)C(CC1=CC=CC=C1)NC(=O)C2=NC=CN=C2)(O)O. Cell line: RPMI-8226. Synergy scores: CSS=-4.94, Synergy_ZIP=-2.20, Synergy_Bliss=-12.0, Synergy_Loewe=-74.9, Synergy_HSA=-19.1. (9) Drug 1: CC1=C(C=C(C=C1)NC2=NC=CC(=N2)N(C)C3=CC4=NN(C(=C4C=C3)C)C)S(=O)(=O)N.Cl. Drug 2: CC12CCC(CC1=CCC3C2CCC4(C3CC=C4C5=CN=CC=C5)C)O. Cell line: LOX IMVI. Synergy scores: CSS=31.9, Synergy_ZIP=0.763, Synergy_Bliss=1.71, Synergy_Loewe=-20.2, Synergy_HSA=4.36. (10) Drug 1: CN(C)N=NC1=C(NC=N1)C(=O)N. Drug 2: CN(CCCl)CCCl.Cl. Cell line: HCT116. Synergy scores: CSS=9.81, Synergy_ZIP=-7.58, Synergy_Bliss=-11.9, Synergy_Loewe=-12.6, Synergy_HSA=-12.4.